Dataset: M1 muscarinic receptor antagonist screen with 61,756 compounds. Task: Binary Classification. Given a drug SMILES string, predict its activity (active/inactive) in a high-throughput screening assay against a specified biological target. The drug is s1c(N2CCN(CC2)c2ncccc2)nnc1C(F)(F)F. The result is 1 (active).